This data is from Peptide-MHC class I binding affinity with 185,985 pairs from IEDB/IMGT. The task is: Regression. Given a peptide amino acid sequence and an MHC pseudo amino acid sequence, predict their binding affinity value. This is MHC class I binding data. (1) The binding affinity (normalized) is 0. The peptide sequence is NQLVKDESI. The MHC is HLA-A01:01 with pseudo-sequence HLA-A01:01. (2) The peptide sequence is LYSSTVPVF. The MHC is Patr-A0401 with pseudo-sequence Patr-A0401. The binding affinity (normalized) is 0.0438. (3) The peptide sequence is EPTAPPEESF. The binding affinity (normalized) is 0.0205. The MHC is HLA-B35:01 with pseudo-sequence HLA-B35:01. (4) The peptide sequence is WTVNDIQKL. The MHC is HLA-A30:02 with pseudo-sequence HLA-A30:02. The binding affinity (normalized) is 0. (5) The peptide sequence is KRINSLIKY. The MHC is HLA-A02:03 with pseudo-sequence HLA-A02:03. The binding affinity (normalized) is 0.278. (6) The MHC is HLA-B39:01 with pseudo-sequence HLA-B39:01. The binding affinity (normalized) is 0.0847. The peptide sequence is YAEGDVVVF. (7) The peptide sequence is YTSDYFISY. The MHC is HLA-A02:19 with pseudo-sequence HLA-A02:19. The binding affinity (normalized) is 0.0847.